Dataset: Merck oncology drug combination screen with 23,052 pairs across 39 cell lines. Task: Regression. Given two drug SMILES strings and cell line genomic features, predict the synergy score measuring deviation from expected non-interaction effect. (1) Drug 1: CC(=O)OC1C(=O)C2(C)C(O)CC3OCC3(OC(C)=O)C2C(OC(=O)c2ccccc2)C2(O)CC(OC(=O)C(O)C(NC(=O)c3ccccc3)c3ccccc3)C(C)=C1C2(C)C. Drug 2: O=C(CCCCCCC(=O)Nc1ccccc1)NO. Cell line: HCT116. Synergy scores: synergy=-17.2. (2) Drug 1: CN1C(=O)C=CC2(C)C3CCC4(C)C(NC(=O)OCC(F)(F)F)CCC4C3CCC12. Drug 2: O=S1(=O)NC2(CN1CC(F)(F)F)C1CCC2Cc2cc(C=CCN3CCC(C(F)(F)F)CC3)ccc2C1. Cell line: UWB1289. Synergy scores: synergy=5.37. (3) Drug 1: CCN(CC)CCNC(=O)c1c(C)[nH]c(C=C2C(=O)Nc3ccc(F)cc32)c1C. Drug 2: Cn1c(=O)n(-c2ccc(C(C)(C)C#N)cc2)c2c3cc(-c4cnc5ccccc5c4)ccc3ncc21. Cell line: A427. Synergy scores: synergy=31.5.